Dataset: Peptide-MHC class I binding affinity with 185,985 pairs from IEDB/IMGT. Task: Regression. Given a peptide amino acid sequence and an MHC pseudo amino acid sequence, predict their binding affinity value. This is MHC class I binding data. (1) The peptide sequence is SYQEMIANL. The MHC is H-2-Kd with pseudo-sequence H-2-Kd. The binding affinity (normalized) is 0.550. (2) The peptide sequence is SPGDNSAKF. The MHC is HLA-B39:01 with pseudo-sequence HLA-B39:01. The binding affinity (normalized) is 0.0847. (3) The peptide sequence is KPLKDVERL. The MHC is HLA-B07:02 with pseudo-sequence HLA-B07:02. The binding affinity (normalized) is 0.622.